The task is: Predict the product of the given reaction.. This data is from Forward reaction prediction with 1.9M reactions from USPTO patents (1976-2016). (1) Given the reactants [Cl:1][C:2]1[CH:7]=[CH:6][C:5]([C:8]2[N:9]=[C:10]([C:13]([OH:15])=O)[S:11][CH:12]=2)=[CH:4][CH:3]=1.C1N=CN(C(N2C=NC=C2)=O)C=1.[Cl:28][C:29]1[CH:36]=[C:35]([F:37])[CH:34]=[CH:33][C:30]=1[CH2:31][NH2:32], predict the reaction product. The product is: [Cl:28][C:29]1[CH:36]=[C:35]([F:37])[CH:34]=[CH:33][C:30]=1[CH2:31][NH:32][C:13]([C:10]1[S:11][CH:12]=[C:8]([C:5]2[CH:4]=[CH:3][C:2]([Cl:1])=[CH:7][CH:6]=2)[N:9]=1)=[O:15]. (2) Given the reactants N1(CCNC(=O)/C=C/C2C=CC=CC=2F)C2C=CC=CC=2N=C1.[O:24]=[S:25]1(=[O:35])[CH2:30][CH2:29][N:28]([CH2:31][CH2:32][CH2:33][NH2:34])[CH2:27][CH2:26]1.[F:36][C:37]1[CH:47]=[CH:46][C:40]([CH:41]=[CH:42][C:43](O)=[O:44])=[CH:39][CH:38]=1.CCN=C=NCCCN(C)C.Cl, predict the reaction product. The product is: [O:35]=[S:25]1(=[O:24])[CH2:30][CH2:29][N:28]([CH2:31][CH2:32][CH2:33][NH:34][C:43](=[O:44])/[CH:42]=[CH:41]/[C:40]2[CH:46]=[CH:47][C:37]([F:36])=[CH:38][CH:39]=2)[CH2:27][CH2:26]1. (3) Given the reactants [NH2:1][C:2]1[N:7]=[C:6]([C:8]2[O:9][CH:10]=[CH:11][CH:12]=2)[C:5]([C:13]#[N:14])=[C:4](S(C)=O)[N:3]=1.[CH3:18][C:19]1[C:20]([CH2:26][OH:27])=[N:21][CH:22]=[C:23]([CH3:25])[CH:24]=1.C1CCN2C(=NCCC2)CC1, predict the reaction product. The product is: [NH2:1][C:2]1[N:3]=[C:4]([O:27][CH2:26][C:20]2[C:19]([CH3:18])=[CH:24][C:23]([CH3:25])=[CH:22][N:21]=2)[C:5]([C:13]#[N:14])=[C:6]([C:8]2[O:9][CH:10]=[CH:11][CH:12]=2)[N:7]=1.